Regression. Given a target protein amino acid sequence and a drug SMILES string, predict the binding affinity score between them. We predict pKi (pKi = -log10(Ki in M); higher means stronger inhibition). Dataset: bindingdb_ki. From a dataset of Drug-target binding data from BindingDB using Ki measurements. (1) The drug is O=C(O[C@@H]1CN2CCC1CC2)C(O)(c1ccccc1)c1ccccc1. The target protein sequence is ETENRARELAALQGSETPGKGGGSSSSSERSQPGAEGSPETPPGRCCRCCRTPRLLQAYSWKEEEEEDEGSMESLTSSEGEEPGSEVVIKMPMVDPEAQAPAKQPPRSSPNTVKRPTRKGRERAGKGQKPRGKEQLAKR. The pKi is 9.2. (2) The drug is Nc1ncnc2c1N=CC2[C@@H]1N[C@H](CO)[C@@H](O)[C@H]1O. The target protein (Q27546) has sequence MPKKIILDCDPGLDDAVAILLAHGNPEIELLAITTVVGNQTLAKVTRNAQLVADIAGITGVPIAAGCDKPLVRKIMTAGHIHGESGMGTVAYPAEFKNKVDERHAVNLIIDLVMSHEPKTITLVPTGGLTNIAMAARLEPRIVDRVKEVVLMGGGYHEGNATSVAEFNIIIDPEAAHIVFNESWQVTMVGLDLTHQALATPPILQRVKEVDTNPARFMLEIMDYYTKIYQSNRYMAAAAVHDPCAVAYVIDPSVMTTERVPVDIELTGKLTLGMTVADFRNPRPEHCHTQVAVKLDFEKFWGLVLDALERIGDPQ. The pKi is 8.2. (3) The drug is COc1cc(COc2cc(N)c(Cl)cc2C(=O)CCC2CCN(CCNS(C)(=O)=O)CC2)cc(OC)c1. The target protein sequence is MLSNVSTGEVKCARSGMHNYIFITIPIIYSTIFVVGVFGNSLVVIVIYSYMKMKTVASIFLMNLALSDLCFVITLPLWAAYTAMHYHWPFGDFLCKLASTAITLNLYTTVFLLTCLSIDRYTAIVHPMKSRIRRTVMVARLTCVGIWVVAFLASLPSIIYRQIYIFPGTNQTVCALVYQSGQIYFTIGMSLVKNIVGFFIPFLIILTSYTLIGKTLKEVCRAQRARNDDIFKMIVAVVLLFFFCWIPHQVFTFLDVLIQMDVIQNCKIYDIVDTGMPITICIAYFNSCLNPFLYGFFGKNFRKHFLQLIKYLPPKMRSHASVSTKMSTASQRLSDTKYASNKISLQMTDKEEHCK. The pKi is 5.0. (4) The small molecule is CCc1cc2c(ccc3cnn(CC(C)N)c32)o1. The target protein (B0R470) has sequence MSIRSFAHRILRRALPGFVRRSYLAKFGVALLAVVVCISAAGGVMYLNTSEHLQQSSRTELKKAAELSSSAVDNWHDERTNNARMLAQYGVFDNDNATEVQQFFTDEQHHLPSDVRDIHYVSLTDARVITSTDAGLRNASFGSEAAPWSRQQLTPGDDGVFVSQPYVNDGITEVAYVARVSSTPGRRTAVVMTASLAAISSSFWDPTPHSFTQLVDGTGSVIADDSKRATRQPYVENATSPIVGARAVGFQPAAQAAKEMDQAHETAYAPVDGTPWVVTLHVPTSEAYGLASNMAENVLLILGIALAGLVFIALTLGRGTVRALNDLEAKAAALERGEYDTDLDVARVDELGRLFEAFASLRDTVQARIRDANEQQVDAEAARSEAEAAQADAEAAQAEAEAAREESEAQARRLETTAEAFSETMRAYAAGDLTVRLDADVEQAAMADIAAAFNEMAADMEATIADVVAFADEVATASTDASDSAAAVEQTGRDVSDAVG.... The pKi is 6.0. (5) The small molecule is Clc1ccc(C2CC3CCC2N3)cn1. The target protein (P25108) has sequence MELTAVLLLLGLCSAGTVLGSEHETRLVAKLFKDYSSVVRPVGDHREIVQVTVGLQLIQLINVDEVNQIVTTNVRLKQQWVDYNLKWNPDDYGGVKKIHIPSEKIWRPDVVLYNNADGDFAIVKFTKVLLDYTGHITWTPPAIFKSYCEIIVTHFPFDEQNCSMKLGTWTYDGSVVAINPESDQPDLSNFMESGEWVIKEARGWKHWVFYSCCPNTPYLDITYHFVMQRLPLYFIVNVIIPCLLFSFLTSLVFYLPTDSGEKMTLSISVLLSLTVFLLVIVELIPSTSSAVPLIGKYMLFTMVFVIASIIITVIVINTHHRSPSTHIMPEWVRKVFIDTIPNIMFFSTMKRPSRDKQEKRIFTEDIDISDISGKPGPPPMGFHSPLIKHPEVKSAIEGVKYIAETMKSDQESNNASEEWKYVAMVMDHILLGVFMLVCLIGTLAVFAGRLIELHQQG. The pKi is 8.6. (6) The compound is COc1cc(-c2cc3c(N4CCC(c5nc(C)c(-c6ccc(OC)c(OC)c6)[nH]5)CC4)ncnc3[nH]2)ccn1. The target protein sequence is MRGARGAWDFLCVLLLLLRVQTGSSQPSVSPGEPSPPSIHPGKSDLIVRVGDEIRLLCTDPGFVKWTFEILDETNENKQNEWITEKAEATNTGKYTCTNKHGLSNSIYVFVRDPAKLFLVDRSLYGKEDNDTLVRCPLTDPEVTNYSLKGCQGKPLPKDLRFIPDPKAGIMIKSVKRAYHRLCLHCSVDQEGKSVLSEKFILKVRPAFKAVPVVSVSKASYLLREGEEFTVTCTIKDVSSSVYSTWKRENSQTKLQEKYNSWHHGDFNYERQATLTISSARVNDSGVFMCYANNTFGSANVTTTLEVVDKGFINIFPMINTTVFVNDGENVDLIVEYEAFPKPEHQQWIYMNRTFTDKWEDYPKSENESNIRYVSELHLTRLKGTEGGTYTFLVSNSDVNAAIAFNVYVNTKPEILTYDRLVNGMLQCVAAGFPEPTIDWYFCPGTEQRCSASVLPVDVQTLNSSGPPFGKLVVQSSIDSSAFKHNGTVECKAYNDVGKT.... The pKi is 6.3. (7) The small molecule is CC[C@H](N)C(=O)N1CCC[C@H]1C(N)=O. The target protein (Q64560) has sequence MATAATEEPFPFHGLLPKKETGASSFLCRYPEYDGRGVLIAVLDTGVDPGAPGMQVTTDGKPKIIDIIDTTGSGDVNTATEVEPKDGEITGLSGRVLKIPANWTNPSGKYHIGIKNGYDFYPKALKERIQKERKEKIWDPIHRVALAEACRKQEEFDIANNGSSQANKLIKEELQSQVELLNSFEKKYSDPGPVYDCLVWHDGETWRACVDSNENGDLGKSTVLRNYKEAQEYGSFGTAEMLNYSVNIYDDGNLLSIVTSGGAHGTHVASIAAGHFPEEPERNGVAPGAQILSIKIGDTRLSTMETGTGLIRAMIEVINHKCDLVNYSYGEATHWPNSGRICEVINEAVWKHNTIYVSSAGNNGPCLSTVGCPGGTTSSVIGVGAYVSPDMMVAEYSLREKLPANQYTWSSRGPSADGALGVSISAPGGAIASVPNWTLRGTQLMNGTSMSSPNACGGIALVLSGLKANNVDYTVHSVRRALENTAIKADNIEVFAQGHG.... The pKi is 6.2.